This data is from Forward reaction prediction with 1.9M reactions from USPTO patents (1976-2016). The task is: Predict the product of the given reaction. The product is: [CH2:1]([O:3][C:4](=[O:16])[C:5]1[CH:6]=[C:7]([Br:15])[C:8]([F:14])=[C:9]([NH2:11])[CH:10]=1)[CH3:2]. Given the reactants [CH2:1]([O:3][C:4](=[O:16])[C:5]1[CH:10]=[C:9]([N+:11]([O-])=O)[C:8]([F:14])=[C:7]([Br:15])[CH:6]=1)[CH3:2], predict the reaction product.